Dataset: Catalyst prediction with 721,799 reactions and 888 catalyst types from USPTO. Task: Predict which catalyst facilitates the given reaction. (1) Reactant: [NH:1]1[CH2:7][C:5](=[O:6])[NH:4][C:2]1=[O:3].[Cl:8][C:9]1[CH:10]=[C:11]([CH:14]=[CH:15][C:16]=1[NH:17][C:18]1[C:23]([CH3:24])=[C:22]([NH:25][CH:26]2[CH2:28][CH2:27]2)[N:21]2[N:29]=[CH:30][C:31]([CH:32]=O)=[C:20]2[N:19]=1)[C:12]#[N:13].N1CCCCC1. Product: [Cl:8][C:9]1[CH:10]=[C:11]([CH:14]=[CH:15][C:16]=1[NH:17][C:18]1[C:23]([CH3:24])=[C:22]([NH:25][CH:26]2[CH2:27][CH2:28]2)[N:21]2[N:29]=[CH:30][C:31]([CH:32]=[C:7]3[C:5](=[O:6])[NH:4][C:2](=[O:3])[NH:1]3)=[C:20]2[N:19]=1)[C:12]#[N:13]. The catalyst class is: 40. (2) Reactant: [CH3:1][C:2]1[C:9]([N+:10]([O-:12])=[O:11])=[CH:8][CH:7]=[CH:6][C:3]=1[CH:4]=O.[CH3:13][N:14]1[CH2:19][CH2:18][NH:17][CH2:16][CH2:15]1.CC(O)=O.C(O[BH-](OC(=O)C)OC(=O)C)(=O)C.[Na+]. Product: [CH3:13][N:14]1[CH2:19][CH2:18][N:17]([CH2:4][C:3]2[CH:6]=[CH:7][CH:8]=[C:9]([N+:10]([O-:12])=[O:11])[C:2]=2[CH3:1])[CH2:16][CH2:15]1. The catalyst class is: 26.